From a dataset of Full USPTO retrosynthesis dataset with 1.9M reactions from patents (1976-2016). Predict the reactants needed to synthesize the given product. (1) Given the product [Cl:27][C:24]1[CH:25]=[CH:26][C:21]([C:12]([C:14]2[CH:19]=[CH:18][C:17]([Cl:20])=[CH:16][CH:15]=2)([C:9]2[CH:10]=[C:11]3[C:6](=[CH:7][CH:8]=2)[N:5]=[CH:4][CH:3]=[C:2]3/[CH:28]=[CH:29]/[C:30]2[CH:35]=[CH:34][CH:33]=[CH:32][CH:31]=2)[OH:13])=[CH:22][CH:23]=1, predict the reactants needed to synthesize it. The reactants are: Br[C:2]1[C:11]2[C:6](=[CH:7][CH:8]=[C:9]([C:12]([C:21]3[CH:26]=[CH:25][C:24]([Cl:27])=[CH:23][CH:22]=3)([C:14]3[CH:19]=[CH:18][C:17]([Cl:20])=[CH:16][CH:15]=3)[OH:13])[CH:10]=2)[N:5]=[CH:4][CH:3]=1.[CH:28](/B(O)O)=[CH:29]\[C:30]1[CH:35]=[CH:34][CH:33]=[CH:32][CH:31]=1.COC1C=CC=C(OC)C=1C1C=CC=CC=1P(C1CCCCC1)C1CCCCC1.[O-]P([O-])([O-])=O.[K+].[K+].[K+]. (2) Given the product [CH2:1]([N:8]1[CH2:12][C@@H:11]([NH:13][CH2:14][C:15]2[CH:20]=[CH:19][C:18]([F:21])=[CH:17][C:16]=2[F:22])[CH2:10][C@H:9]1[C:30]([N:43]1[CH2:44][CH2:45][N:40]([C:36]2[CH:37]=[CH:38][CH:39]=[C:34]([Br:33])[CH:35]=2)[CH2:41][CH2:42]1)=[O:31])[C:2]1[CH:7]=[CH:6][CH:5]=[CH:4][CH:3]=1, predict the reactants needed to synthesize it. The reactants are: [CH2:1]([N:8]1[CH2:12][CH:11]([N:13](C(OC(C)(C)C)=O)[CH2:14][C:15]2[CH:20]=[CH:19][C:18]([F:21])=[CH:17][C:16]=2[F:22])[CH2:10][CH:9]1[C:30](O)=[O:31])[C:2]1[CH:7]=[CH:6][CH:5]=[CH:4][CH:3]=1.[Br:33][C:34]1[CH:35]=[C:36]([N:40]2[CH2:45][CH2:44][NH:43][CH2:42][CH2:41]2)[CH:37]=[CH:38][CH:39]=1. (3) Given the product [C:6]([OH:8])(=[O:20])[CH3:5].[C:21]([OH:20])(=[O:8])[CH3:24].[NH2:18][CH:15]1[CH2:16][CH2:17][N:13]([C:6]2[CH:5]=[C:4]([C:9]([CH3:12])([CH3:11])[CH3:10])[N:3]=[C:2]([NH2:1])[N:7]=2)[CH2:14]1, predict the reactants needed to synthesize it. The reactants are: [NH2:1][C:2]1[N:7]=[C:6]([OH:8])[CH:5]=[C:4]([C:9]([CH3:12])([CH3:11])[CH3:10])[N:3]=1.[NH:13]1[CH2:17][CH2:16][CH:15]([NH:18]C(=O)[O:20][C:21]([CH3:24])(C)C)[CH2:14]1.